This data is from hERG Central: cardiac toxicity at 1µM, 10µM, and general inhibition. The task is: Predict hERG channel inhibition at various concentrations. The drug is COc1ccc(N2CCN(C3CCCN(Cc4cccc(OC)c4)C3)CC2)cc1. Results: hERG_inhib (hERG inhibition (general)): blocker.